This data is from Drug-target binding data from BindingDB using IC50 measurements. The task is: Regression. Given a target protein amino acid sequence and a drug SMILES string, predict the binding affinity score between them. We predict pIC50 (pIC50 = -log10(IC50 in M); higher means more potent). Dataset: bindingdb_ic50. The target protein (P29465) has sequence MTGLNGDDPDDYYLNLNQDEESLLRSRHSVGSGAPHRQGSLVRPERSRLNNPDNPHFYYAQKTQEQMNHLDVLPSSTGVNPNATRRSGSLRSKGSVRSKFSGRETDSYLLQDMNTTDKKASVKISDEGVAEDEFDKDGDVDNFEESSTQPINKSIKPLRKETNDTLSFWQMYCYFITFWAPAPILAFCGMPKKERQMAWREKVALISVILYIGAIVAFLTFGFTKTVCSSSKLRLKNNEVSTEFVVINGKAYELDTSSRSGIQDVEVDSDTLYGPWSDAGKDASFLFQNVNGNCHNLITPKSNSSIPHDDDNNLAWYFPCKLKNQDGSSKPNFTVENYAGWNCHTSKEDRDAFYGLKSKADVYFTWDGIKNSSRNLIVYNGDVLDLDLLDWLEKDDVDYPVVFDDLKTSNLQGYDLSLVLSNGHERKIARCLSEIIKVGEVDSKTVGCIASDVVLYVSLVFILSVVIIKFIIACYFRWTVARKQGAYIVDNKTMDKHTND.... The pIC50 is 3.1. The compound is COC(=O)CCC(=O)NC[C@H]1O[C@@H](n2ccc(=O)[nH]c2=O)[C@@H](O)C1O.